This data is from Forward reaction prediction with 1.9M reactions from USPTO patents (1976-2016). The task is: Predict the product of the given reaction. (1) Given the reactants C([O:8][C:9]1[CH:17]=[C:16]2[C:12]([C:13]([C:19]3[N:27]([S:28]([C:31]4[CH:36]=[CH:35][C:34]([CH3:37])=[CH:33][CH:32]=4)(=[O:30])=[O:29])[C:22]4=[N:23][CH:24]=[CH:25][CH:26]=[C:21]4[CH:20]=3)=[CH:14][N:15]2[CH3:18])=[CH:11][C:10]=1[O:38][CH3:39])C1C=CC=CC=1.I[Si](C)(C)C, predict the reaction product. The product is: [OH:8][C:9]1[CH:17]=[C:16]2[C:12]([C:13]([C:19]3[N:27]([S:28]([C:31]4[CH:36]=[CH:35][C:34]([CH3:37])=[CH:33][CH:32]=4)(=[O:30])=[O:29])[C:22]4=[N:23][CH:24]=[CH:25][CH:26]=[C:21]4[CH:20]=3)=[CH:14][N:15]2[CH3:18])=[CH:11][C:10]=1[O:38][CH3:39]. (2) Given the reactants [Cl:1][C:2]1[N:3]=[C:4]([O:14][CH:15]2[CH2:32][CH:31]3[N:17]([C:18](=[O:37])[O:19][CH2:20][CH2:21][CH2:22][CH2:23][CH:24]=[CH:25][CH:26]4[C:28]([C:34](O)=[O:35])([NH:29][C:30]3=[O:33])[CH2:27]4)[CH2:16]2)[C:5]2[C:10]([CH:11]=1)=[CH:9][C:8]([O:12][CH3:13])=[CH:7][CH:6]=2.C(N1C=CN=C1)(N1C=CN=C1)=O.[CH:50]1([S:53]([NH2:56])(=[O:55])=[O:54])[CH2:52][CH2:51]1.C1CCN2C(=NCCC2)CC1, predict the reaction product. The product is: [Cl:1][C:2]1[N:3]=[C:4]([O:14][CH:15]2[CH2:32][CH:31]3[N:17]([C:18](=[O:37])[O:19][CH2:20][CH2:21][CH2:22][CH2:23][CH:24]=[CH:25][CH:26]4[C:28]([C:34]([NH:56][S:53]([CH:50]5[CH2:52][CH2:51]5)(=[O:55])=[O:54])=[O:35])([NH:29][C:30]3=[O:33])[CH2:27]4)[CH2:16]2)[C:5]2[C:10]([CH:11]=1)=[CH:9][C:8]([O:12][CH3:13])=[CH:7][CH:6]=2. (3) Given the reactants Cl[C:2]1[N:7]=[C:6]([NH:8][C:9]2[CH:10]=[C:11]3[C:15](=[CH:16][CH:17]=2)[CH2:14][CH:13]([OH:18])[CH2:12]3)[CH:5]=[C:4]([C:19]2[CH:24]=[CH:23][C:22]([C:25]([F:28])([F:27])[F:26])=[CH:21][CH:20]=2)[N:3]=1.[NH2:29][CH2:30][CH:31]1[CH2:36][CH2:35][CH2:34][CH2:33][CH2:32]1, predict the reaction product. The product is: [CH:31]1([CH2:30][NH:29][C:2]2[N:7]=[C:6]([NH:8][C:9]3[CH:10]=[C:11]4[C:15](=[CH:16][CH:17]=3)[CH2:14][CH:13]([OH:18])[CH2:12]4)[CH:5]=[C:4]([C:19]3[CH:20]=[CH:21][C:22]([C:25]([F:27])([F:28])[F:26])=[CH:23][CH:24]=3)[N:3]=2)[CH2:36][CH2:35][CH2:34][CH2:33][CH2:32]1. (4) Given the reactants [F:1][C:2]1[CH:3]=[C:4]([C:8]2[CH:16]=[CH:15][C:11]([C:12]([OH:14])=O)=[CH:10][N:9]=2)[CH:5]=[CH:6][CH:7]=1.[CH3:17][N:18]([CH:20]=[O:21])[CH3:19].[CH2:22](Cl)[CH2:23]Cl.[CH:26]1[CH:31]=[N:30][C:29]2N(O)N=[N:34][C:28]=2[CH:27]=1, predict the reaction product. The product is: [C:31]([C:26]1([C:20]([N:18]2[CH2:19][CH2:19][N:18]([CH3:20])[CH2:17][CH2:17]2)=[O:21])[CH2:23][CH2:22][CH2:29][CH:28]([NH:34][C:12](=[O:14])[C:11]2[CH:15]=[CH:16][C:8]([C:4]3[CH:5]=[CH:6][CH:7]=[C:2]([F:1])[CH:3]=3)=[N:9][CH:10]=2)[CH2:27]1)#[N:30]. (5) Given the reactants [CH3:1][C:2]1[CH:7]=[CH:6][C:5]([C:8]2[NH:13][C:12](=O)[C:11]([C:15]#[N:16])=[CH:10][C:9]=2[C:17]2[CH:22]=[CH:21][CH:20]=[CH:19][CH:18]=2)=[CH:4][CH:3]=1.O=P(Cl)(Cl)[Cl:25], predict the reaction product. The product is: [Cl:25][C:12]1[N:13]=[C:8]([C:5]2[CH:6]=[CH:7][C:2]([CH3:1])=[CH:3][CH:4]=2)[C:9]([C:17]2[CH:22]=[CH:21][CH:20]=[CH:19][CH:18]=2)=[CH:10][C:11]=1[C:15]#[N:16]. (6) Given the reactants [H-].[H-].[H-].[H-].[Li+].[Al+3].[C:7]1([C@H:13]2[NH:18][C:17](=O)[CH2:16][O:15][CH2:14]2)[CH:12]=[CH:11][CH:10]=[CH:9][CH:8]=1.[OH-].[Na+].O, predict the reaction product. The product is: [C:7]1([C@@H:13]2[CH2:14][O:15][CH2:16][CH2:17][NH:18]2)[CH:8]=[CH:9][CH:10]=[CH:11][CH:12]=1. (7) The product is: [CH3:3][C:2]1([CH3:4])[C:5]([CH3:7])([CH3:6])[O:8][C:16](=[O:17])[C:15](=[O:19])[O:1]1. Given the reactants [OH:1][C:2]([C:5]([OH:8])([CH3:7])[CH3:6])([CH3:4])[CH3:3].N1C=CC=CC=1.[C:15](Cl)(=[O:19])[C:16](Cl)=[O:17], predict the reaction product.